From a dataset of Peptide-MHC class II binding affinity with 134,281 pairs from IEDB. Regression. Given a peptide amino acid sequence and an MHC pseudo amino acid sequence, predict their binding affinity value. This is MHC class II binding data. (1) The peptide sequence is YDKFLANVSTVLTGY. The MHC is DRB1_0401 with pseudo-sequence DRB1_0401. The binding affinity (normalized) is 0.185. (2) The peptide sequence is RDSDDWLNKYSYYPE. The MHC is DRB1_0901 with pseudo-sequence DRB1_0901. The binding affinity (normalized) is 0.334.